Dataset: Reaction yield outcomes from USPTO patents with 853,638 reactions. Task: Predict the reaction yield, written as a fraction of the theoretical maximum amount of product (1.0 means a 100% yield; for example, 0.34 means a 34% yield). (1) The reactants are [CH2:1]([N:5]([CH3:26])[C:6]1[CH:11]=[C:10]([CH3:12])[CH:9]=[CH:8][C:7]=1[NH:13][C:14](=[O:25])[NH:15][C:16]1[S:17][CH:18]=[C:19]([CH2:21][C:22]([OH:24])=O)[N:20]=1)[CH:2]([CH3:4])[CH3:3].[CH3:27][NH2:28]. No catalyst specified. The product is [CH2:1]([N:5]([CH3:26])[C:6]1[CH:11]=[C:10]([CH3:12])[CH:9]=[CH:8][C:7]=1[NH:13][C:14](=[O:25])[NH:15][C:16]1[S:17][CH:18]=[C:19]([CH2:21][C:22]([NH:28][CH3:27])=[O:24])[N:20]=1)[CH:2]([CH3:3])[CH3:4]. The yield is 0.650. (2) The reactants are [Br:1][C:2]1[CH:7]=[CH:6][C:5]([CH2:8][OH:9])=[CH:4][C:3]=1[CH3:10]. The catalyst is C(Cl)Cl.O=[Mn]=O. The product is [Br:1][C:2]1[CH:7]=[CH:6][C:5]([CH:8]=[O:9])=[CH:4][C:3]=1[CH3:10]. The yield is 0.890.